From a dataset of Forward reaction prediction with 1.9M reactions from USPTO patents (1976-2016). Predict the product of the given reaction. (1) Given the reactants [Na].[CH3:2][C:3]1[CH:8]=[CH:7][C:6]([SH:9])=[CH:5][CH:4]=1.Br[C@@H:11]1[CH2:30][N:14]2[C:15](=[O:29])[N:16]([C:18]3[CH:23]=[CH:22][C:21]([O:24][C:25]([F:28])([F:27])[F:26])=[CH:20][CH:19]=3)[CH2:17][C@@H:13]2[CH2:12]1, predict the reaction product. The product is: [C:3]1([CH3:2])[CH:8]=[CH:7][C:6]([S:9][C@H:11]2[CH2:30][N:14]3[C:15](=[O:29])[N:16]([C:18]4[CH:23]=[CH:22][C:21]([O:24][C:25]([F:28])([F:27])[F:26])=[CH:20][CH:19]=4)[CH2:17][C@@H:13]3[CH2:12]2)=[CH:5][CH:4]=1. (2) Given the reactants [O:1]1[CH:5]=[CH:4][N:3]=[C:2]1[C@H:6]([NH:8][C:9]([C:11]1[C:19]2[C:14](=[N:15][CH:16]=[C:17](Br)[N:18]=2)[N:13]([CH2:21][O:22][CH2:23][CH2:24][Si:25]([CH3:28])([CH3:27])[CH3:26])[CH:12]=1)=[O:10])[CH3:7].[F:29][C:30]1[CH:31]=[CH:32][C:33]2[N:34]([CH:36]=[N:37][C:38]=2[Sn](CCCC)(CCCC)CCCC)[CH:35]=1, predict the reaction product. The product is: [O:1]1[CH:5]=[CH:4][N:3]=[C:2]1[C@H:6]([NH:8][C:9]([C:11]1[C:19]2[C:14](=[N:15][CH:16]=[C:17]([C:38]3[N:37]=[CH:36][N:34]4[CH:35]=[C:30]([F:29])[CH:31]=[CH:32][C:33]=34)[N:18]=2)[N:13]([CH2:21][O:22][CH2:23][CH2:24][Si:25]([CH3:28])([CH3:27])[CH3:26])[CH:12]=1)=[O:10])[CH3:7].